Task: Predict the product of the given reaction.. Dataset: Forward reaction prediction with 1.9M reactions from USPTO patents (1976-2016) The product is: [CH3:1][O:2][C:3](=[O:36])[N:4]=[C:5]([S:34][CH3:35])[C:6](=[N:17][C:18]1[CH:23]=[CH:22][C:21]([Br:24])=[C:20]([CH2:25][NH:26][C:27]([O:29][C:30]([CH3:31])([CH3:32])[CH3:33])=[O:28])[CH:19]=1)[C:7]1[CH:12]=[C:11]([CH2:13][CH3:14])[CH:10]=[C:9]([O:15][CH2:52][CH2:51][N:50]([CH3:54])[CH3:49])[C:8]=1[F:16]. Given the reactants [CH3:1][O:2][C:3](=[O:36])[N:4]=[C:5]([S:34][CH3:35])[C:6](=[N:17][C:18]1[CH:23]=[CH:22][C:21]([Br:24])=[C:20]([CH2:25][NH:26][C:27]([O:29][C:30]([CH3:33])([CH3:32])[CH3:31])=[O:28])[CH:19]=1)[C:7]1[CH:12]=[C:11]([CH2:13][CH3:14])[CH:10]=[C:9]([OH:15])[C:8]=1[F:16].CN(C=O)C.C(=O)([O-])[O-].[K+].[K+].Cl.[CH3:49][N:50]([CH3:54])[CH2:51][CH2:52]Cl, predict the reaction product.